From a dataset of Forward reaction prediction with 1.9M reactions from USPTO patents (1976-2016). Predict the product of the given reaction. (1) Given the reactants [Cl:1][C:2]1[CH:28]=[CH:27][C:5]2[CH:6]([CH2:23][CH:24]([CH3:26])[CH3:25])[C:7](=[O:22])[N:8]([CH2:18][C:19](O)=[O:20])[CH2:9][CH:10]([C:11]3[CH:16]=[CH:15][CH:14]=[CH:13][C:12]=3[Cl:17])[C:4]=2[CH:3]=1.Cl.N[CH2:31][CH2:32][CH2:33][CH2:34][CH2:35][C:36]([O:38][CH3:39])=[O:37].C(P(=O)(OCC)OCC)#[N:41].C(N(CC)CC)C, predict the reaction product. The product is: [Cl:1][C:2]1[CH:28]=[CH:27][C:5]2[CH:6]([CH2:23][CH:24]([CH3:26])[CH3:25])[C:7](=[O:22])[N:8]([CH2:18][C:19]([NH:41][CH:33]([CH2:32][CH3:31])[CH2:34][CH2:35][C:36]([O:38][CH3:39])=[O:37])=[O:20])[CH2:9][CH:10]([C:11]3[CH:16]=[CH:15][CH:14]=[CH:13][C:12]=3[Cl:17])[C:4]=2[CH:3]=1. (2) Given the reactants [Cl:1][C:2]1[CH:17]=[CH:16][C:5]2[S:6][CH:7]=[C:8]([CH2:9][P:10]([CH3:15])(=[O:14])[O:11][CH2:12][CH3:13])[C:4]=2[CH:3]=1.C[Si]([N-][Si](C)(C)C)(C)C.[Na+].[C:28](=[O:30])=[O:29].CC(OC)(C)C, predict the reaction product. The product is: [Cl:1][C:2]1[CH:17]=[CH:16][C:5]2[S:6][CH:7]=[C:8]([CH:9]([P:10]([O:11][CH2:12][CH3:13])([CH3:15])=[O:14])[C:28]([OH:30])=[O:29])[C:4]=2[CH:3]=1. (3) Given the reactants [F:1][C:2]1[CH:7]=[CH:6][C:5](B(O)O)=[CH:4][CH:3]=1.[N:11]12[CH2:18][CH2:17][CH:14]([CH2:15][CH2:16]1)[C@@H:13]([NH:19][C:20]([C:22]1[O:23][C:24]3[C:30](Br)=[CH:29][C:28]([F:32])=[CH:27][C:25]=3[CH:26]=1)=[O:21])[CH2:12]2.[OH-].[Na+], predict the reaction product. The product is: [N:11]12[CH2:16][CH2:15][CH:14]([CH2:17][CH2:18]1)[C@@H:13]([NH:19][C:20]([C:22]1[O:23][C:24]3[C:30]([C:5]4[CH:6]=[CH:7][C:2]([F:1])=[CH:3][CH:4]=4)=[CH:29][C:28]([F:32])=[CH:27][C:25]=3[CH:26]=1)=[O:21])[CH2:12]2. (4) Given the reactants Cl.[F:2][C:3]1[CH:8]=[CH:7][C:6]([C:9]2[C:13]3[N:14]=[CH:15][N:16]([CH2:19][C:20]4([OH:26])[CH2:25][CH2:24][NH:23][CH2:22][CH2:21]4)[C:17](=[O:18])[C:12]=3[S:11][CH:10]=2)=[CH:5][CH:4]=1.[CH3:27][O:28][C:29]1[CH:37]=[CH:36][C:32]([C:33](O)=[O:34])=[CH:31][CH:30]=1.CN(C(ON1N=NC2C=CC=NC1=2)=[N+](C)C)C.F[P-](F)(F)(F)(F)F.C(N(CC)CC)C, predict the reaction product. The product is: [F:2][C:3]1[CH:4]=[CH:5][C:6]([C:9]2[C:13]3[N:14]=[CH:15][N:16]([CH2:19][C:20]4([OH:26])[CH2:25][CH2:24][N:23]([C:33](=[O:34])[C:32]5[CH:36]=[CH:37][C:29]([O:28][CH3:27])=[CH:30][CH:31]=5)[CH2:22][CH2:21]4)[C:17](=[O:18])[C:12]=3[S:11][CH:10]=2)=[CH:7][CH:8]=1.